Dataset: Reaction yield outcomes from USPTO patents with 853,638 reactions. Task: Predict the reaction yield, written as a fraction of the theoretical maximum amount of product (1.0 means a 100% yield; for example, 0.34 means a 34% yield). (1) The reactants are Br[C:2]1[CH:7]=[CH:6][C:5]2[C:8]3([CH2:23][O:24][C:4]=2[CH:3]=1)[C:16]1[C:11](=[CH:12][CH:13]=[CH:14][CH:15]=1)[N:10]([CH2:17][CH2:18][CH2:19][CH2:20][CH3:21])[C:9]3=[O:22].[N:25]1[CH:30]=[CH:29][CH:28]=[C:27](B(O)O)[CH:26]=1.C(=O)([O-])[O-].[Na+].[Na+]. The catalyst is C([O-])(=O)C.[Pd+2].C([O-])(=O)C.CC1C(P(C2C(C)=CC=CC=2)C2C(C)=CC=CC=2)=CC=CC=1.COCCOC. The product is [CH2:17]([N:10]1[C:11]2[C:16](=[CH:15][CH:14]=[CH:13][CH:12]=2)[C:8]2([C:5]3[CH:6]=[CH:7][C:2]([C:27]4[CH:26]=[N:25][CH:30]=[CH:29][CH:28]=4)=[CH:3][C:4]=3[O:24][CH2:23]2)[C:9]1=[O:22])[CH2:18][CH2:19][CH2:20][CH3:21]. The yield is 0.670. (2) The reactants are [F:1][C:2]([F:15])([F:14])[O:3][C:4]1[CH:9]=[CH:8][C:7]([NH:10][C:11](=O)[CH3:12])=[CH:6][CH:5]=1.COC1C=CC(P2(SP(C3C=CC(OC)=CC=3)(=S)S2)=[S:25])=CC=1. The catalyst is C1COCC1. The product is [F:1][C:2]([F:15])([F:14])[O:3][C:4]1[CH:9]=[CH:8][C:7]([NH:10][C:11](=[S:25])[CH3:12])=[CH:6][CH:5]=1. The yield is 0.840. (3) The reactants are [C:1]([CH2:4][C:5]1[C:6]([F:15])=[C:7]([F:14])[CH:8]=[CH:9][C:10]=1[N+:11]([O-:13])=[O:12])(=[O:3])[CH3:2].O.[O-2].[O-2].[O-2].O=[Si]=O.O=[Si]=O.O=[Si]=O.O=[Si]=O.[Al+3].[Al+3].[CH:34](OC)(OC)[O:35]C.[CH2:41](Cl)Cl. No catalyst specified. The product is [F:14][C:7]1[CH:8]=[CH:9][C:10]([N+:11]([O-:13])=[O:12])=[C:5]([CH2:4][C:1]([O:35][CH3:34])([O:3][CH3:41])[CH3:2])[C:6]=1[F:15]. The yield is 0.880.